The task is: Predict the reactants needed to synthesize the given product.. This data is from Full USPTO retrosynthesis dataset with 1.9M reactions from patents (1976-2016). (1) Given the product [Cl:24][C:16]1[C:17]([Cl:23])=[CH:18][C:19]2[CH:20]3[CH2:21][CH2:22][NH:9][CH2:10][CH2:11][CH:12]3[NH:13][C:14]=2[CH:15]=1, predict the reactants needed to synthesize it. The reactants are: C([N:9]1[CH2:22][CH2:21][CH:20]2[CH:12]([NH:13][C:14]3[CH:15]=[C:16]([Cl:24])[C:17]([Cl:23])=[CH:18][C:19]=32)[CH2:11][CH2:10]1)(=O)C1C=CC=CC=1.[OH-].[K+].C(O)CO. (2) Given the product [CH:31]([NH:27][C:21]([C:17]1[N:18]([CH3:20])[N:19]=[C:15](/[CH:14]=[CH:13]\[C:12]2[C:8]([C:5]3[CH:4]=[CH:3][C:2]([F:1])=[CH:7][CH:6]=3)=[N:9][O:10][C:11]=2[CH3:24])[CH:16]=1)=[O:22])([CH3:32])[CH3:30], predict the reactants needed to synthesize it. The reactants are: [F:1][C:2]1[CH:7]=[CH:6][C:5]([C:8]2[C:12](/[CH:13]=[CH:14]\[C:15]3[CH:16]=[C:17]([C:21](O)=[O:22])[N:18]([CH3:20])[N:19]=3)=[C:11]([CH3:24])[O:10][N:9]=2)=[CH:4][CH:3]=1.O.O[N:27]1[C:31]2[CH:32]=CC=C[C:30]=2N=N1.C(N(C(C)C)C(C)C)C.C(N)(C)C.[Cl-].[Na+]. (3) Given the product [N:27]1([NH:33][C:3]([C:4]2[CH:10]=[C:11]([C:13]3[CH:18]=[C:17]([F:19])[CH:16]=[CH:15][C:14]=3[O:20][CH3:21])[N:26]([CH2:25][CH:22]3[CH2:24][CH2:23]3)[C:5]=2[CH3:6])=[O:2])[CH2:32][CH2:31][CH2:30][CH2:29][CH2:28]1, predict the reactants needed to synthesize it. The reactants are: C[O:2][C:3](=O)[CH2:4][C:5](=O)[CH3:6].Br[CH2:10][C:11]([C:13]1[CH:18]=[C:17]([F:19])[CH:16]=[CH:15][C:14]=1[O:20][CH3:21])=O.[CH:22]1([CH2:25][NH2:26])[CH2:24][CH2:23]1.[N:27]1([NH2:33])[CH2:32][CH2:31][CH2:30][CH2:29][CH2:28]1. (4) Given the product [Cl:1][C:2]1[C:3]2[N:10]([CH:12]([CH3:14])[CH3:13])[CH:9]=[CH:8][C:4]=2[N:5]=[CH:6][N:7]=1, predict the reactants needed to synthesize it. The reactants are: [Cl:1][C:2]1[C:3]2[NH:10][CH:9]=[CH:8][C:4]=2[N:5]=[CH:6][N:7]=1.I[CH:12]([CH3:14])[CH3:13].C(=O)([O-])[O-].[Cs+].[Cs+].